Regression. Given a peptide amino acid sequence and an MHC pseudo amino acid sequence, predict their binding affinity value. This is MHC class II binding data. From a dataset of Peptide-MHC class II binding affinity with 134,281 pairs from IEDB. (1) The peptide sequence is YKFIPALEAAVKQAY. The MHC is DRB1_0401 with pseudo-sequence DRB1_0401. The binding affinity (normalized) is 0.979. (2) The binding affinity (normalized) is 0.308. The peptide sequence is VRYTTEGGTKTEAEDVIPEG. The MHC is DRB1_0901 with pseudo-sequence DRB1_0901. (3) The peptide sequence is DVPDYASLRSLVASS. The MHC is DRB1_0802 with pseudo-sequence DRB1_0802. The binding affinity (normalized) is 0.356. (4) The peptide sequence is YDKFLANVSTVLTGK. The MHC is DRB3_0101 with pseudo-sequence DRB3_0101. The binding affinity (normalized) is 0.378. (5) The peptide sequence is IVQMAPVSAMVRMYI. The MHC is DRB1_1101 with pseudo-sequence DRB1_1101. The binding affinity (normalized) is 0.424. (6) The binding affinity (normalized) is 0.678. The peptide sequence is YDAFLANVSTVLTGK. The MHC is DRB1_1001 with pseudo-sequence DRB1_1001. (7) The peptide sequence is AAATAGTTVYGARAA. The MHC is HLA-DQA10401-DQB10402 with pseudo-sequence HLA-DQA10401-DQB10402. The binding affinity (normalized) is 0.390.